From a dataset of Forward reaction prediction with 1.9M reactions from USPTO patents (1976-2016). Predict the product of the given reaction. (1) The product is: [C:1]([C:3]1[CH:4]=[C:5]([CH:18]=[CH:19][CH:20]=1)[CH2:6][CH2:7][O:8][CH2:9][CH2:10][C:11]([OH:13])=[O:12])#[N:2]. Given the reactants [C:1]([C:3]1[CH:4]=[C:5]([CH:18]=[CH:19][CH:20]=1)[CH2:6][CH2:7][O:8][CH2:9][CH2:10][C:11]([O:13]C(C)(C)C)=[O:12])#[N:2].C(C1SC=C(C(N2CC3(CCN(CCC4C=CC(CCOCCC(OC(C)(C)C)=O)=CC=4)CC3)OCC2)=O)N=1)(C)C, predict the reaction product. (2) Given the reactants [Cl:1][C:2]1[CH:9]=[C:8](F)[CH:7]=[CH:6][C:3]=1[C:4]#[N:5].O.[NH2:12][NH2:13].O, predict the reaction product. The product is: [ClH:1].[Cl:1][C:2]1[CH:9]=[C:8]([NH:12][NH2:13])[CH:7]=[CH:6][C:3]=1[C:4]#[N:5].